From a dataset of Reaction yield outcomes from USPTO patents with 853,638 reactions. Predict the reaction yield, written as a fraction of the theoretical maximum amount of product (1.0 means a 100% yield; for example, 0.34 means a 34% yield). (1) The reactants are [C:1]([O:5][C:6]([NH:8][CH2:9][CH2:10][N:11]([CH2:30][C:31]1[CH:36]=[CH:35][C:34]([Cl:37])=[CH:33][CH:32]=1)[C:12]([N:14]1[CH2:19][CH2:18][N:17](C(OCC2C=CC=CC=2)=O)[CH2:16][CH2:15]1)=[O:13])=[O:7])([CH3:4])([CH3:3])[CH3:2].[OH-].[K+].CO.O.[OH-].[K+].CO. The catalyst is O. The product is [Cl:37][C:34]1[CH:33]=[CH:32][C:31]([CH2:30][N:11]([CH2:10][CH2:9][NH:8][C:6](=[O:7])[O:5][C:1]([CH3:2])([CH3:3])[CH3:4])[C:12]([N:14]2[CH2:15][CH2:16][NH:17][CH2:18][CH2:19]2)=[O:13])=[CH:36][CH:35]=1. The yield is 0.890. (2) The reactants are C(=O)([O-])[O-].[K+].[K+].[C:7]([C:9]1[CH:10]=[C:11]([S:16]([NH:19][C:20]2[S:24][N:23]=[CH:22][N:21]=2)(=[O:18])=[O:17])[CH:12]=[CH:13][C:14]=1F)#[N:8].[I:25][C:26]1[CH:31]=[C:30]([C:32]([F:35])([F:34])[F:33])[CH:29]=[CH:28][C:27]=1[OH:36]. The catalyst is CS(C)=O.C(OCC)(=O)C. The product is [C:7]([C:9]1[CH:10]=[C:11]([S:16]([NH:19][C:20]2[S:24][N:23]=[CH:22][N:21]=2)(=[O:18])=[O:17])[CH:12]=[CH:13][C:14]=1[O:36][C:27]1[CH:28]=[CH:29][C:30]([C:32]([F:33])([F:34])[F:35])=[CH:31][C:26]=1[I:25])#[N:8]. The yield is 0.580. (3) The reactants are Cl.[CH3:2][O:3][C:4](=[O:31])[C@@H:5]([NH:8][C:9]([C:11]1[C:12]([CH3:30])=[N:13][C:14]([NH:18][CH:19]2[CH2:28][CH2:27][C:26]3[C:21](=[CH:22][CH:23]=[C:24]([OH:29])[CH:25]=3)[CH2:20]2)=[N:15][C:16]=1[CH3:17])=[O:10])[CH2:6][NH2:7].[S:32]1[CH:36]=[CH:35][CH:34]=[C:33]1[C:37](O)=[O:38].C(N(CC)CC)C.C1C=CC2N(O)N=NC=2C=1.CN(C(ON1N=NC2C=CC=CC1=2)=[N+](C)C)C.F[P-](F)(F)(F)(F)F. The catalyst is CN(C=O)C. The product is [CH3:2][O:3][C:4](=[O:31])[CH:5]([NH:8][C:9]([C:11]1[C:12]([CH3:30])=[N:13][C:14]([NH:18][CH:19]2[CH2:28][CH2:27][C:26]3[C:21](=[CH:22][CH:23]=[C:24]([OH:29])[CH:25]=3)[CH2:20]2)=[N:15][C:16]=1[CH3:17])=[O:10])[CH2:6][NH:7][C:37]([C:33]1[S:32][CH:36]=[CH:35][CH:34]=1)=[O:38]. The yield is 0.600. (4) The reactants are [CH3:1][C@@H:2]1[CH2:7][CH2:6][N:5]([C:8]([O:10][C:11]([CH3:14])([CH3:13])[CH3:12])=[O:9])[CH2:4][C@@H:3]1[C:15]1[N:19]2[C:20]3[CH:26]=[CH:25][N:24](S(C4C=CC(C)=CC=4)(=O)=O)[C:21]=3[N:22]=[CH:23][C:18]2=[CH:17][N:16]=1.[OH-].[Na+]. The catalyst is O1CCOCC1. The product is [C:15]1([C@@H:3]2[C@H:2]([CH3:1])[CH2:7][CH2:6][N:5]([C:8]([O:10][C:11]([CH3:12])([CH3:14])[CH3:13])=[O:9])[CH2:4]2)[N:19]2[C:20]3[CH:26]=[CH:25][NH:24][C:21]=3[N:22]=[CH:23][C:18]2=[CH:17][N:16]=1. The yield is 0.990. (5) The reactants are C1COCC1.CC(O)=O.O.C(#[N:13])C.CN(C)S([N:19]1[CH:23]=[C:22]([C:24]2[CH:32]=[CH:31][C:27]3[O:28][CH2:29][O:30][C:26]=3[CH:25]=2)[C:21]([C:33]2[CH:38]=[CH:37][N:36]=[C:35]([C:39]([F:42])([F:41])[F:40])[N:34]=2)=[N:20]1)(=O)=O. The catalyst is C[O-].[Na+].CO. The product is [C:27]([C:31]#[N:13])([CH3:26])=[O:28].[O:28]1[C:27]2[CH:31]=[CH:32][C:24]([C:22]3[C:21]([C:33]4[CH:38]=[CH:37][N:36]=[C:35]([C:39]([F:42])([F:41])[F:40])[N:34]=4)=[N:20][NH:19][CH:23]=3)=[CH:25][C:26]=2[O:30][CH2:29]1. The yield is 0.800.